Dataset: Reaction yield outcomes from USPTO patents with 853,638 reactions. Task: Predict the reaction yield, written as a fraction of the theoretical maximum amount of product (1.0 means a 100% yield; for example, 0.34 means a 34% yield). The reactants are [CH3:1][O:2][C:3]1[CH:4]=[CH:5][CH:6]=[C:7]2[C:12]=1[C:11](=O)[NH:10][CH2:9][CH2:8]2.C1COCC1.[H-].[H-].[H-].[H-].[Li+].[Al+3].[OH-].[Na+]. The catalyst is O. The product is [CH3:1][O:2][C:3]1[CH:4]=[CH:5][CH:6]=[C:7]2[C:12]=1[CH2:11][NH:10][CH2:9][CH2:8]2. The yield is 0.930.